This data is from Full USPTO retrosynthesis dataset with 1.9M reactions from patents (1976-2016). The task is: Predict the reactants needed to synthesize the given product. Given the product [C:40]([N:44]([CH3:45])[CH2:1][CH2:4][C:5]1[CH:6]=[CH:7][C:8]([CH2:9][CH2:10][CH2:11][NH:12][C:13]2[CH:18]=[C:17]([O:19][CH3:20])[CH:16]=[CH:15][C:14]=2[C@@H:21]2[CH2:30][CH2:29][C:28]3[CH:27]=[C:26]([OH:31])[CH:25]=[CH:24][C:23]=3[CH2:22]2)=[CH:38][CH:39]=1)([CH3:43])([CH3:42])[CH3:41], predict the reactants needed to synthesize it. The reactants are: [C:1]([CH2:4][C:5]1[CH:39]=[CH:38][C:8]([CH2:9][CH2:10][CH2:11][NH:12][C:13]2[CH:18]=[C:17]([O:19][CH3:20])[CH:16]=[CH:15][C:14]=2[C@@H:21]2[CH2:30][CH2:29][C:28]3[CH:27]=[C:26]([O:31]C(=O)C(C)(C)C)[CH:25]=[CH:24][C:23]=3[CH2:22]2)=[CH:7][CH:6]=1)(O)=O.[C:40]([NH:44][CH3:45])([CH3:43])([CH3:42])[CH3:41].